This data is from Catalyst prediction with 721,799 reactions and 888 catalyst types from USPTO. The task is: Predict which catalyst facilitates the given reaction. (1) Reactant: Cl[C:2]1[CH:11]=[C:10]([C:12]#[N:13])[C:5]([C:6]([O:8][CH3:9])=[O:7])=[C:4]([NH:14][C:15]2[CH:16]=[C:17]([CH3:21])[CH:18]=[CH:19][CH:20]=2)[N:3]=1.[NH2:22][CH2:23][C@@H:24]([NH:28][C:29](=[O:35])[O:30][C:31]([CH3:34])([CH3:33])[CH3:32])[CH2:25][O:26][CH3:27].CCN(C(C)C)C(C)C. Product: [C:31]([O:30][C:29]([NH:28][C@@H:24]([CH2:25][O:26][CH3:27])[CH2:23][NH:22][C:2]1[CH:11]=[C:10]([C:12]#[N:13])[C:5]([C:6]([O:8][CH3:9])=[O:7])=[C:4]([NH:14][C:15]2[CH:16]=[C:17]([CH3:21])[CH:18]=[CH:19][CH:20]=2)[N:3]=1)=[O:35])([CH3:34])([CH3:33])[CH3:32]. The catalyst class is: 31. (2) Product: [CH:16]([C:14]1[CH:15]=[C:10]([CH:4]([CH2:5][C:6]([OH:8])=[O:7])[C:3]([OH:28])=[O:2])[CH:11]=[C:12]([C:19]2[CH:24]=[CH:23][CH:22]=[C:21]([N+:25]([O-:27])=[O:26])[CH:20]=2)[C:13]=1[OH:18])=[O:17]. The catalyst class is: 10. Reactant: C[O:2][C:3](=[O:28])[CH:4]([C:10]1[CH:11]=[C:12]([C:19]2[CH:24]=[CH:23][CH:22]=[C:21]([N+:25]([O-:27])=[O:26])[CH:20]=2)[C:13]([OH:18])=[C:14]([CH:16]=[O:17])[CH:15]=1)[CH2:5][C:6]([O:8]C)=[O:7].Cl. (3) Reactant: [CH2:1](P(=O)(OCC)OCC)[C:2]1[CH:7]=[CH:6][CH:5]=[CH:4][CH:3]=1.[H-].[Na+].[CH3:18][C:19]1([CH3:35])[CH2:23][CH:22]2[CH:24]([CH:33]=O)[C:25]([N+:30]([O-:32])=[O:31])=[C:26]([CH3:29])[C:27]([CH3:28])=[C:21]2[O:20]1. Product: [CH3:18][C:19]1([CH3:35])[CH2:23][CH:22]2[CH:24]([CH:33]=[CH:1][C:2]3[CH:3]=[CH:4][CH:5]=[CH:6][CH:7]=3)[C:25]([N+:30]([O-:32])=[O:31])=[C:26]([CH3:29])[C:27]([CH3:28])=[C:21]2[O:20]1. The catalyst class is: 1. (4) Reactant: F[C:2]1[CH:9]=[CH:8][C:5]([CH:6]=[O:7])=[CH:4][C:3]=1[C:10]([F:13])([F:12])[F:11].[F:14][C:15]([F:24])([F:23])[C:16]1[CH:17]=[C:18]([OH:22])[CH:19]=[CH:20][CH:21]=1.C([O-])([O-])=O.[K+].[K+]. Product: [F:11][C:10]([F:13])([F:12])[C:3]1[CH:4]=[C:5]([CH:8]=[CH:9][C:2]=1[O:22][C:18]1[CH:19]=[CH:20][CH:21]=[C:16]([C:15]([F:14])([F:23])[F:24])[CH:17]=1)[CH:6]=[O:7]. The catalyst class is: 16. (5) Reactant: CN(C)C=O.Br[C:7]1[CH:14]=[CH:13][C:10]([C:11]#[N:12])=[C:9]([F:15])[CH:8]=1.[CH3:16][C:17]([CH3:40])([CH2:22][O:23][C:24]1[CH:29]=[C:28]([CH3:30])[C:27](B2OC(C)(C)C(C)(C)O2)=[CH:26][N:25]=1)[C:18]([O:20][CH3:21])=[O:19].C(=O)([O-])[O-].[Na+].[Na+]. Product: [C:11]([C:10]1[CH:13]=[CH:14][C:7]([C:27]2[C:28]([CH3:30])=[CH:29][C:24]([O:23][CH2:22][C:17]([CH3:16])([CH3:40])[C:18]([O:20][CH3:21])=[O:19])=[N:25][CH:26]=2)=[CH:8][C:9]=1[F:15])#[N:12]. The catalyst class is: 69.